Predict the product of the given reaction. From a dataset of Forward reaction prediction with 1.9M reactions from USPTO patents (1976-2016). (1) Given the reactants [CH:1]1([C:4]2[N:5]=[CH:6][C:7]([C:15]([OH:17])=O)=[N:8][C:9]=2[O:10][CH2:11][CH:12]2[CH2:14][CH2:13]2)[CH2:3][CH2:2]1.Cl.[CH3:19][C@@H:20]([C:22]1[CH:27]=[CH:26][CH:25]=[CH:24][N:23]=1)[NH2:21], predict the reaction product. The product is: [N:23]1[CH:24]=[CH:25][CH:26]=[CH:27][C:22]=1[C@@H:20]([NH:21][C:15]([C:7]1[CH:6]=[N:5][C:4]([CH:1]2[CH2:2][CH2:3]2)=[C:9]([O:10][CH2:11][CH:12]2[CH2:13][CH2:14]2)[N:8]=1)=[O:17])[CH3:19]. (2) The product is: [NH:2]1[CH:3]=[C:4]([C:6]2[CH:22]=[CH:21][C:9]3[C:10]4[N:11]=[C:12]([C:18]([N:23]5[CH2:28][CH2:27][CH2:26][CH:25]([C:29]([OH:31])=[O:30])[CH2:24]5)=[O:20])[S:13][C:14]=4[CH2:15][CH2:16][O:17][C:8]=3[CH:7]=2)[CH:5]=[N:1]1. Given the reactants [NH:1]1[CH:5]=[C:4]([C:6]2[CH:22]=[CH:21][C:9]3[C:10]4[N:11]=[C:12]([C:18]([OH:20])=O)[S:13][C:14]=4[CH2:15][CH2:16][O:17][C:8]=3[CH:7]=2)[CH:3]=[N:2]1.[NH:23]1[CH2:28][CH2:27][CH2:26][CH:25]([C:29]([OH:31])=[O:30])[CH2:24]1, predict the reaction product.